The task is: Regression. Given a peptide amino acid sequence and an MHC pseudo amino acid sequence, predict their binding affinity value. This is MHC class I binding data.. This data is from Peptide-MHC class I binding affinity with 185,985 pairs from IEDB/IMGT. The peptide sequence is LLPLTSLVI. The MHC is HLA-A02:02 with pseudo-sequence HLA-A02:02. The binding affinity (normalized) is 0.281.